From a dataset of Forward reaction prediction with 1.9M reactions from USPTO patents (1976-2016). Predict the product of the given reaction. (1) Given the reactants [C:1]([N:4]1[CH2:9][CH2:8][CH:7]([OH:10])[CH2:6][CH2:5]1)(=[O:3])[CH3:2].[H-].[Na+].[Cl:13][C:14]1[CH:21]=[CH:20][C:17]([CH2:18]Cl)=[CH:16][CH:15]=1.O, predict the reaction product. The product is: [C:1]([N:4]1[CH2:9][CH2:8][CH:7]([O:10][CH2:18][C:17]2[CH:20]=[CH:21][C:14]([Cl:13])=[CH:15][CH:16]=2)[CH2:6][CH2:5]1)(=[O:3])[CH3:2]. (2) Given the reactants [SnH](CCCC)(CCCC)[CH2:2][CH2:3][CH2:4]C.[CH3:22][C:21](N=N[C:21]([C:24]#[N:25])([CH3:23])[CH3:22])([C:24]#[N:25])[CH3:23].[NH:26]1[C:34]2[C:29](=[CH:30][CH:31]=[CH:32]C=2)[CH2:28][CH2:27]1.[CH:35]1[CH:40]=[CH:39][CH:38]=[CH:37][CH:36]=1, predict the reaction product. The product is: [C:35]1([C:21]2([CH:22]=[CH:4][CH:3]=[CH:2][CH2:23]2)[CH2:24][N:25]2[C:28]3[C:30](=[CH:29][CH:34]=[N:26][CH:27]=3)[CH2:31][CH2:32]2)[CH:40]=[CH:39][CH:38]=[CH:37][CH:36]=1. (3) Given the reactants [F:1][C:2]1[CH:7]=[CH:6][C:5]([N:8]2[C:12]([C:13]([OH:15])=[O:14])=[CH:11][N:10]=[C:9]2C2C(F)=CC=C(F)C=2F)=[CH:4][CH:3]=1.FC1C=CC(N2C(C=O)=CN=[C:33]2[C:39](C)([CH3:50])[CH2:40][C:41]2[C:46]([F:47])=[CH:45][CH:44]=[C:43]([F:48])[C:42]=2[F:49])=CC=1.CC(=CC)C.Cl([O-])=O.[Na+].OP([O-])(O)=O.[Na+], predict the reaction product. The product is: [F:1][C:2]1[CH:7]=[CH:6][C:5]([N:8]2[C:12]([C:13]([OH:15])=[O:14])=[CH:11][N:10]=[C:9]2[C:39]([CH3:50])([CH3:33])[CH2:40][C:41]2[C:46]([F:47])=[CH:45][CH:44]=[C:43]([F:48])[C:42]=2[F:49])=[CH:4][CH:3]=1. (4) Given the reactants C(N(CC)CC)C.[F:8][C:9]1[CH:17]=[CH:16][C:12]([C:13](Cl)=[O:14])=[CH:11][CH:10]=1.[NH2:18][C:19]1[CH:31]=[C:30]([C:32]2[CH:40]=[CH:39][C:35]3[O:36][CH2:37][O:38][C:34]=3[CH:33]=2)[CH:29]=[CH:28][C:20]=1[C:21]([O:23][C:24]([CH3:27])([CH3:26])[CH3:25])=[O:22].C(=O)([O-])O.[Na+], predict the reaction product. The product is: [O:36]1[C:35]2[CH:39]=[CH:40][C:32]([C:30]3[CH:29]=[CH:28][C:20]([C:21]([O:23][C:24]([CH3:26])([CH3:27])[CH3:25])=[O:22])=[C:19]([NH:18][C:13](=[O:14])[C:12]4[CH:16]=[CH:17][C:9]([F:8])=[CH:10][CH:11]=4)[CH:31]=3)=[CH:33][C:34]=2[O:38][CH2:37]1. (5) Given the reactants [NH2:1][C:2]1[N:27]=[C:5]2[CH:6]=[CH:7][C:8]([O:10][C:11]3[CH:12]=[C:13]([NH:17][C:18]([C:20]4[N:24]([CH3:25])[N:23]=[C:22]([CH3:26])[CH:21]=4)=[O:19])[CH:14]=[CH:15][CH:16]=3)=[CH:9][N:4]2[N:3]=1.C(N(CC)CC)C.[CH:35]1([C:38](Cl)=[O:39])[CH2:37][CH2:36]1, predict the reaction product. The product is: [CH:35]1([C:38]([NH:1][C:2]2[N:27]=[C:5]3[CH:6]=[CH:7][C:8]([O:10][C:11]4[CH:12]=[C:13]([NH:17][C:18]([C:20]5[N:24]([CH3:25])[N:23]=[C:22]([CH3:26])[CH:21]=5)=[O:19])[CH:14]=[CH:15][CH:16]=4)=[CH:9][N:4]3[N:3]=2)=[O:39])[CH2:37][CH2:36]1. (6) Given the reactants CC1C=[CH:6][C:5]([C:8](CCS/C(/CCO)=C(\N(C=O)CC2C(N)=NC(C)=NC=2)/C)=[O:9])=[CH:4]C=1.Cl.[CH2:32](N(C(CO)(CO)CO)CCO)[CH2:33][OH:34].C[O:47]C(O)CC, predict the reaction product. The product is: [CH3:6][C:5]([C:8]([O:9][CH2:32][CH2:33][OH:34])=[O:47])=[CH2:4]. (7) The product is: [Br:9][CH2:8][C:5]1[CH:4]=[N:3][C:2]([Cl:1])=[N:7][CH:6]=1. Given the reactants [Cl:1][C:2]1[N:7]=[CH:6][C:5]([CH3:8])=[CH:4][N:3]=1.[Br:9]N1C(=O)CCC1=O, predict the reaction product. (8) The product is: [Cl:1][C:2]1[CH:7]=[CH:6][CH:5]=[CH:4][C:3]=1[C:8]1[C:12]([C:13]([N:17]2[CH2:22][CH2:21][CH2:20][C@H:19]([C:23]([OH:26])([CH3:25])[CH3:24])[CH2:18]2)=[O:15])=[CH:11][O:10][N:9]=1. Given the reactants [Cl:1][C:2]1[CH:7]=[CH:6][CH:5]=[CH:4][C:3]=1[C:8]1[C:12]([C:13]([OH:15])=O)=[CH:11][O:10][N:9]=1.Cl.[NH:17]1[CH2:22][CH2:21][CH2:20][C@H:19]([C:23]([OH:26])([CH3:25])[CH3:24])[CH2:18]1.CCN(CC)CC, predict the reaction product. (9) Given the reactants [NH:1]1[C:9]2[C:4](=[CH:5][CH:6]=[C:7]([C:10]([O:12][CH3:13])=[O:11])[CH:8]=2)[CH:3]=[N:2]1.[OH-].[K+].[I:16]I.S(=O)(=O)(O)[O-].[Na+], predict the reaction product. The product is: [I:16][C:3]1[C:4]2[C:9](=[CH:8][C:7]([C:10]([O:12][CH3:13])=[O:11])=[CH:6][CH:5]=2)[NH:1][N:2]=1.